This data is from Catalyst prediction with 721,799 reactions and 888 catalyst types from USPTO. The task is: Predict which catalyst facilitates the given reaction. (1) Reactant: C1(C)C=CC([N:7]2C(N)=CC(C3C=CC(N)=CC=3)=N2)=CC=1.[CH3:21][O:22][C:23]1[CH:28]=[CH:27][C:26]([S:29](Cl)(=[O:31])=[O:30])=[CH:25][CH:24]=1.C(=O)([O-])[O-].[K+].[K+]. Product: [CH3:21][O:22][C:23]1[CH:28]=[CH:27][C:26]([S:29]([NH2:7])(=[O:31])=[O:30])=[CH:25][CH:24]=1. The catalyst class is: 20. (2) Reactant: [ClH:1].C(OC([NH:9][CH2:10][CH2:11][CH2:12][O:13][C:14]1[CH:48]=[CH:47][CH:46]=[CH:45][C:15]=1[CH2:16][NH:17][C:18](=[O:44])[NH:19][C:20]1[S:21][CH:22]=[C:23]([C:25]([NH:27][CH2:28][C:29]([NH:31][CH:32]([C:38]2[CH:43]=[CH:42][CH:41]=[CH:40][CH:39]=2)[CH2:33][C:34]([O:36][CH3:37])=[O:35])=[O:30])=[O:26])[N:24]=1)=O)(C)(C)C. Product: [ClH:1].[NH2:9][CH2:10][CH2:11][CH2:12][O:13][C:14]1[CH:48]=[CH:47][CH:46]=[CH:45][C:15]=1[CH2:16][NH:17][C:18](=[O:44])[NH:19][C:20]1[S:21][CH:22]=[C:23]([C:25]([NH:27][CH2:28][C:29]([NH:31][CH:32]([C:38]2[CH:43]=[CH:42][CH:41]=[CH:40][CH:39]=2)[CH2:33][C:34]([O:36][CH3:37])=[O:35])=[O:30])=[O:26])[N:24]=1. The catalyst class is: 13. (3) Reactant: [CH3:1][O:2][CH2:3][C@H:4]([CH3:35])[O:5][C:6]1[CH:7]=[C:8]([C:23]2[NH:27][C:26]([C:28]3[O:29][CH:30]([CH2:33]O)[CH2:31][N:32]=3)=[CH:25][CH:24]=2)[CH:9]=[C:10]([O:12][C:13]2[CH:18]=[CH:17][C:16]([S:19]([CH3:22])(=[O:21])=[O:20])=[CH:15][CH:14]=2)[CH:11]=1.COCCN(S(F)(F)[F:46])CCOC.C(=O)([O-])O.[Na+]. Product: [F:46][CH2:33][CH:30]1[O:29][C:28]([C:26]2[NH:27][C:23]([C:8]3[CH:9]=[C:10]([O:12][C:13]4[CH:18]=[CH:17][C:16]([S:19]([CH3:22])(=[O:21])=[O:20])=[CH:15][CH:14]=4)[CH:11]=[C:6]([O:5][C@@H:4]([CH3:35])[CH2:3][O:2][CH3:1])[CH:7]=3)=[CH:24][CH:25]=2)=[N:32][CH2:31]1. The catalyst class is: 4. (4) Reactant: [O:1]=[C:2]1[N:8]2[CH2:9][C@@H:4]([CH2:5][CH2:6][C@@H:7]2[C:10]([NH2:12])=[O:11])[N:3]1[O:13]CC1C=CC=CC=1. Product: [OH:13][N:3]1[C:2](=[O:1])[N:8]2[CH2:9][C@H:4]1[CH2:5][CH2:6][C@@H:7]2[C:10]([NH2:12])=[O:11]. The catalyst class is: 43. (5) Reactant: [CH2:1]([O:3][C:4](=[O:18])[CH2:5][C:6]1[C:14]2[C:9](=[CH:10][CH:11]=[C:12]([O:15]C)[CH:13]=2)[NH:8][C:7]=1[CH3:17])[CH3:2].[H-].[Na+].[CH:21]1[CH:26]=[CH:25][C:24]([CH2:27]Br)=[CH:23][CH:22]=1.B(Br)(Br)Br. Product: [CH2:1]([O:3][C:4](=[O:18])[CH2:5][C:6]1[C:14]2[C:9](=[CH:10][CH:11]=[C:12]([OH:15])[CH:13]=2)[N:8]([CH2:27][C:24]2[CH:25]=[CH:26][CH:21]=[CH:22][CH:23]=2)[C:7]=1[CH3:17])[CH3:2]. The catalyst class is: 85. (6) Reactant: [CH2:1]([O:8][CH2:9][C@@H:10]([CH2:21][N:22]1[CH:27]=[CH:26][C:25]([N:28]2C=NC=N2)=[N:24][C:23]1=[O:33])[C@H:11]([O:13][Si:14]([C:17]([CH3:20])([CH3:19])[CH3:18])([CH3:16])[CH3:15])[CH3:12])[C:2]1[CH:7]=[CH:6][CH:5]=[CH:4][CH:3]=1. Product: [CH2:1]([O:8][CH2:9][C@@H:10]([CH2:21][N:22]1[CH:27]=[CH:26][C:25]([NH2:28])=[N:24][C:23]1=[O:33])[C@H:11]([O:13][Si:14]([C:17]([CH3:19])([CH3:20])[CH3:18])([CH3:15])[CH3:16])[CH3:12])[C:2]1[CH:3]=[CH:4][CH:5]=[CH:6][CH:7]=1. The catalyst class is: 547. (7) Reactant: [NH:1]1[C:5]2=[N:6][CH:7]=[N:8][C:9]([OH:10])=[C:4]2[CH:3]=[N:2]1.[Br:11]Br. Product: [Br:11][C:3]1[C:4]2[C:5](=[N:6][CH:7]=[N:8][C:9]=2[OH:10])[NH:1][N:2]=1. The catalyst class is: 6. (8) Reactant: [OH:1][CH:2]1[CH2:7][CH2:6][CH:5]([N:8]2[C:16](=[O:17])[C:15]3[C:10](=[CH:11][CH:12]=[CH:13][CH:14]=3)[C:9]2=[O:18])[CH2:4][CH2:3]1.[CH3:19][O:20][C:21]1[C:29](O)=[CH:28][CH:27]=[C:26]2[C:22]=1[CH:23]=[N:24][NH:25]2.C(C=P(CCCC)(CCCC)CCCC)#N.[OH-].[Na+]. Product: [CH3:19][O:20][C:21]1[C:29]([O:1][CH:2]2[CH2:3][CH2:4][CH:5]([N:8]3[C:9](=[O:18])[C:10]4[C:15](=[CH:14][CH:13]=[CH:12][CH:11]=4)[C:16]3=[O:17])[CH2:6][CH2:7]2)=[CH:28][CH:27]=[C:26]2[C:22]=1[CH:23]=[N:24][NH:25]2. The catalyst class is: 93. (9) Reactant: [O:1]=[S:2]1(=[O:29])[C:6]2[CH:7]=[CH:8][C:9]([C:11]3[C:19]4[C:14](=[CH:15][C:16]([F:20])=[CH:17][CH:18]=4)[N:13]([C:21]([O:23][C:24]([CH3:27])([CH3:26])[CH3:25])=[O:22])[CH:12]=3)=[CH:10][C:5]=2[C:4](=[O:28])[NH:3]1.[C:30]([O-])([O-])=O.[K+].[K+].CI. Product: [F:20][C:16]1[CH:15]=[C:14]2[C:19]([C:11]([C:9]3[CH:8]=[CH:7][C:6]4[S:2](=[O:1])(=[O:29])[N:3]([CH3:30])[C:4](=[O:28])[C:5]=4[CH:10]=3)=[CH:12][N:13]2[C:21]([O:23][C:24]([CH3:25])([CH3:26])[CH3:27])=[O:22])=[CH:18][CH:17]=1. The catalyst class is: 21. (10) Reactant: Br[C:2]1[CH:7]=[C:6]([C:8]2[N:12]3[CH:13]=[CH:14][CH:15]=[C:16]([CH3:17])[C:11]3=[N:10][C:9]=2[C:18]2[CH:23]=[CH:22][CH:21]=[C:20]([CH3:24])[N:19]=2)[CH:5]=[CH:4][N:3]=1.[CH3:25][S:26]([C:29]1[CH:34]=[CH:33][C:32](B(O)O)=[CH:31][CH:30]=1)(=[O:28])=[O:27]. Product: [CH3:17][C:16]1[C:11]2[N:12]([C:8]([C:6]3[CH:5]=[CH:4][N:3]=[C:2]([C:32]4[CH:33]=[CH:34][C:29]([S:26]([CH3:25])(=[O:28])=[O:27])=[CH:30][CH:31]=4)[CH:7]=3)=[C:9]([C:18]3[CH:23]=[CH:22][CH:21]=[C:20]([CH3:24])[N:19]=3)[N:10]=2)[CH:13]=[CH:14][CH:15]=1. The catalyst class is: 25.